This data is from Catalyst prediction with 721,799 reactions and 888 catalyst types from USPTO. The task is: Predict which catalyst facilitates the given reaction. (1) Product: [OH:8][CH2:9][N:10]1[C:21](=[O:22])[C:20]2[C:12](=[C:13]3[C:17](=[C:18]4[N:25]([C@@H:26]5[O:43][C@H:42]([CH2:44][O:45][C:46](=[O:48])[CH3:47])[C@@H:37]([O:38][C:39](=[O:41])[CH3:40])[C@H:32]([O:33][C:34](=[O:36])[CH3:35])[C@H:27]5[O:28][C:29](=[O:31])[CH3:30])[C:24]5[N:49]=[CH:50][CH:51]=[CH:52][C:23]=5[C:19]4=2)[NH:16][C:15]2[N:53]=[CH:54][CH:55]=[CH:56][C:14]3=2)[C:11]1=[O:57]. The catalyst class is: 381. Reactant: C([O:8][CH2:9][N:10]1[C:21](=[O:22])[C:20]2[C:12](=[C:13]3[C:17](=[C:18]4[N:25]([C@@H:26]5[O:43][C@H:42]([CH2:44][O:45][C:46](=[O:48])[CH3:47])[C@@H:37]([O:38][C:39](=[O:41])[CH3:40])[C@H:32]([O:33][C:34](=[O:36])[CH3:35])[C@H:27]5[O:28][C:29](=[O:31])[CH3:30])[C:24]5[N:49]=[CH:50][CH:51]=[CH:52][C:23]=5[C:19]4=2)[NH:16][C:15]2[N:53]=[CH:54][CH:55]=[CH:56][C:14]3=2)[C:11]1=[O:57])C1C=CC=CC=1. (2) Reactant: [Br:1][C:2]1[CH:3]=[C:4]([CH:7]=[CH:8][C:9]=1F)[CH:5]=[O:6].C(=O)([O-])[O-].[K+].[K+].[CH3:17][S-:18].[Na+]. Product: [Br:1][C:2]1[CH:3]=[C:4]([CH:7]=[CH:8][C:9]=1[S:18][CH3:17])[CH:5]=[O:6]. The catalyst class is: 37. (3) Reactant: [Cl-].[Al+3].[Cl-].[Cl-].[F:5][C:6]1[CH:11]=[CH:10][CH:9]=[C:8]([F:12])[CH:7]=1.[C:13]([N:16]1[CH2:21][CH2:20][CH:19]([C:22](Cl)=[O:23])[CH2:18][CH2:17]1)(=[O:15])[CH3:14]. Product: [F:5][C:6]1[CH:7]=[C:8]([F:12])[CH:9]=[CH:10][C:11]=1[C:22]([CH:19]1[CH2:18][CH2:17][N:16]([C:13](=[O:15])[CH3:14])[CH2:21][CH2:20]1)=[O:23]. The catalyst class is: 605.